Regression. Given a peptide amino acid sequence and an MHC pseudo amino acid sequence, predict their binding affinity value. This is MHC class II binding data. From a dataset of Peptide-MHC class II binding affinity with 134,281 pairs from IEDB. The peptide sequence is VDCRPFNGGESKLKA. The MHC is DRB3_0202 with pseudo-sequence DRB3_0202. The binding affinity (normalized) is 0.